From a dataset of Reaction yield outcomes from USPTO patents with 853,638 reactions. Predict the reaction yield, written as a fraction of the theoretical maximum amount of product (1.0 means a 100% yield; for example, 0.34 means a 34% yield). (1) The reactants are [CH:1]1[C:14]2[C:5](=[N:6][C:7]3[C:12]([CH:13]=2)=[CH:11][CH:10]=[CH:9][CH:8]=3)[C:4]([C:15]([OH:17])=O)=[CH:3][CH:2]=1.[CH:18]1[N:22]=[CH:21][N:20](C([N:20]2[CH:21]=[N:22][CH:18]=[CH:19]2)=O)[CH:19]=1. The catalyst is CN(C=O)C. The product is [N:20]1([C:15]([C:4]2[C:5]3[C:14](=[CH:13][C:12]4[C:7]([N:6]=3)=[CH:8][CH:9]=[CH:10][CH:11]=4)[CH:1]=[CH:2][CH:3]=2)=[O:17])[CH:19]=[CH:18][N:22]=[CH:21]1. The yield is 0.630. (2) The catalyst is CO. The product is [CH:25]1([N:23]2[C:9]3[N:10]=[C:11]([NH:14][CH2:15][CH2:16][CH2:17][N:18]4[CH:22]=[CH:21][N:20]=[CH:19]4)[N:12]=[CH:13][C:8]=3[C:7](=[O:31])[C:6]([C:4]([NH2:32])=[O:5])=[CH:24]2)[CH2:30][CH2:29][CH2:28][CH2:27][CH2:26]1. The yield is 0.950. The reactants are C(O[C:4]([C:6]1[C:7](=[O:31])[C:8]2[CH:13]=[N:12][C:11]([NH:14][CH2:15][CH2:16][CH2:17][N:18]3[CH:22]=[CH:21][N:20]=[CH:19]3)=[N:10][C:9]=2[N:23]([CH:25]2[CH2:30][CH2:29][CH2:28][CH2:27][CH2:26]2)[CH:24]=1)=[O:5])C.[NH3:32]. (3) The reactants are CS(C)=O.FC(F)(F)C(OC(=O)C(F)(F)F)=O.[OH:18][C@@H:19]([C:40]1[CH:45]=[CH:44][CH:43]=[CH:42][CH:41]=1)[CH2:20][N:21]1[C:26]2=[N:27][C:28]([C:32]3[CH:37]=[CH:36][N:35]=[CH:34][CH:33]=3)=[CH:29][C:30](=[O:31])[N:25]2[CH2:24][CH2:23][C:22]1([CH3:39])[CH3:38].C(N(CC)CC)C.[Cl:53]CCl. The catalyst is O. The product is [ClH:53].[CH3:38][C:22]1([CH3:39])[CH2:23][CH2:24][N:25]2[C:30](=[O:31])[CH:29]=[C:28]([C:32]3[CH:33]=[CH:34][N:35]=[CH:36][CH:37]=3)[N:27]=[C:26]2[N:21]1[CH2:20][C:19](=[O:18])[C:40]1[CH:45]=[CH:44][CH:43]=[CH:42][CH:41]=1. The yield is 0.240. (4) The reactants are CO[C:3](=[O:31])[C:4]1[CH:9]=[CH:8][C:7]([N:10]2[CH:14]=[C:13]([C:15]3[C:16]([C:24]4[CH:29]=[CH:28][C:27]([F:30])=[CH:26][CH:25]=4)=[N:17][O:18][C:19]=3[C:20]([F:23])([F:22])[F:21])[N:12]=[CH:11]2)=[N:6][CH:5]=1.[CH:32]1([NH2:35])[CH2:34][CH2:33]1. No catalyst specified. The product is [CH:32]1([NH:35][C:3](=[O:31])[C:4]2[CH:9]=[CH:8][C:7]([N:10]3[CH:14]=[C:13]([C:15]4[C:16]([C:24]5[CH:29]=[CH:28][C:27]([F:30])=[CH:26][CH:25]=5)=[N:17][O:18][C:19]=4[C:20]([F:21])([F:23])[F:22])[N:12]=[CH:11]3)=[N:6][CH:5]=2)[CH2:34][CH2:33]1. The yield is 0.380.